Dataset: Forward reaction prediction with 1.9M reactions from USPTO patents (1976-2016). Task: Predict the product of the given reaction. (1) Given the reactants Cl[C:2]1[N:7]=[C:6]([C:8]2[S:12][C:11]3[CH:13]=[CH:14][C:15]([Cl:17])=[CH:16][C:10]=3[C:9]=2[CH3:18])[CH:5]=[CH:4][N:3]=1.[NH4+:19].[OH-], predict the reaction product. The product is: [Cl:17][C:15]1[CH:14]=[CH:13][C:11]2[S:12][C:8]([C:6]3[CH:5]=[CH:4][N:3]=[C:2]([NH2:19])[N:7]=3)=[C:9]([CH3:18])[C:10]=2[CH:16]=1. (2) Given the reactants [Cl:1][C:2]1[CH:3]=[CH:4][C:5]([OH:11])=[C:6]([C:8](=O)[CH3:9])[CH:7]=1.[O:12]1[CH2:17][CH2:16][N:15]([S:18]([C:21]2[CH:22]=[N:23][CH:24]=[C:25]([CH:30]=2)[C:26]([NH:28][NH2:29])=[O:27])(=[O:20])=[O:19])[CH2:14][CH2:13]1, predict the reaction product. The product is: [Cl:1][C:2]1[CH:3]=[CH:4][C:5]([OH:11])=[C:6](/[C:8](=[N:29]/[NH:28][C:26](=[O:27])[C:25]2[CH:30]=[C:21]([S:18]([N:15]3[CH2:14][CH2:13][O:12][CH2:17][CH2:16]3)(=[O:20])=[O:19])[CH:22]=[N:23][CH:24]=2)/[CH3:9])[CH:7]=1. (3) Given the reactants [F:1][C:2]1[CH:3]=[C:4]([CH:16]=[C:17]([S:19]([CH3:22])(=[O:21])=[O:20])[CH:18]=1)[O:5][CH2:6][CH2:7][NH:8]C(=O)OC(C)(C)C.Cl.[OH-].[Na+], predict the reaction product. The product is: [F:1][C:2]1[CH:3]=[C:4]([CH:16]=[C:17]([S:19]([CH3:22])(=[O:21])=[O:20])[CH:18]=1)[O:5][CH2:6][CH2:7][NH2:8].